Predict the product of the given reaction. From a dataset of Forward reaction prediction with 1.9M reactions from USPTO patents (1976-2016). (1) Given the reactants [CH3:1][O:2][C:3]1[CH:4]=[CH:5][C:6]([NH:11][C:12]2[C:13]3[N:14]([CH:36]=[CH:37][N:38]=3)[N:15]=[C:16]([N:18]3[CH2:22][CH2:21][CH:20]([NH:23][C:24]([C:26]4[CH:35]=[CH:34][C:29]([C:30]([O:32]C)=[O:31])=[CH:28][CH:27]=4)=[O:25])[CH2:19]3)[CH:17]=2)=[N:7][C:8]=1[O:9][CH3:10].[OH-].[Na+], predict the reaction product. The product is: [CH3:1][O:2][C:3]1[CH:4]=[CH:5][C:6]([NH:11][C:12]2[C:13]3[N:14]([CH:36]=[CH:37][N:38]=3)[N:15]=[C:16]([N:18]3[CH2:22][CH2:21][CH:20]([NH:23][C:24]([C:26]4[CH:35]=[CH:34][C:29]([C:30]([OH:32])=[O:31])=[CH:28][CH:27]=4)=[O:25])[CH2:19]3)[CH:17]=2)=[N:7][C:8]=1[O:9][CH3:10]. (2) Given the reactants CC([O-])(C)C.[K+].[CH3:7][C:8]1[CH:9]=[C:10]2[C:14](=[CH:15][CH:16]=1)[N:13]([CH3:17])[CH:12]=[CH:11]2.[SiH:18]([CH2:23][CH3:24])([CH2:21][CH3:22])[CH2:19][CH3:20], predict the reaction product. The product is: [CH3:17][N:13]1[C:14]2[C:10](=[CH:9][C:8]([CH3:7])=[CH:16][CH:15]=2)[CH:11]=[C:12]1[Si:18]([CH2:23][CH3:24])([CH2:21][CH3:22])[CH2:19][CH3:20]. (3) The product is: [C:7]([C:1]1[CH:6]=[CH:5][CH:4]=[CH:3][CH:2]=1)(=[O:9])[CH3:8]. Given the reactants [C:1]1([CH:7]([OH:9])[CH3:8])[CH:6]=[CH:5][CH:4]=[CH:3][CH:2]=1, predict the reaction product. (4) Given the reactants [CH2:1]([O:3][C:4]([N:6]1[C:15]2[C:10](=[N:11][C:12]([O:16][CH3:17])=[CH:13][CH:14]=2)[C@@H:9]([NH:18][C:19]2[N:24]=[C:23]([CH2:25][C:26]3[CH:31]=[C:30]([C:32]([F:35])([F:34])[F:33])[CH:29]=[C:28]([C:36]([F:39])([F:38])[F:37])[CH:27]=3)[C:22](I)=[CH:21][N:20]=2)[CH2:8][C@H:7]1[CH2:41][CH3:42])=[O:5])[CH3:2].[N:43]1[CH:48]=[CH:47][C:46](B(O)O)=[CH:45][CH:44]=1.C(=O)([O-])[O-].[K+].[K+].O, predict the reaction product. The product is: [CH2:1]([O:3][C:4]([N:6]1[C:15]2[C:10](=[N:11][C:12]([O:16][CH3:17])=[CH:13][CH:14]=2)[C@@H:9]([NH:18][C:19]2[N:24]=[C:23]([CH2:25][C:26]3[CH:31]=[C:30]([C:32]([F:35])([F:34])[F:33])[CH:29]=[C:28]([C:36]([F:39])([F:38])[F:37])[CH:27]=3)[C:22]([C:46]3[CH:47]=[CH:48][N:43]=[CH:44][CH:45]=3)=[CH:21][N:20]=2)[CH2:8][C@H:7]1[CH2:41][CH3:42])=[O:5])[CH3:2]. (5) Given the reactants [Cl:1][C:2](=[CH2:12])[CH2:3][C:4]1([C:9]([OH:11])=O)[CH2:8][CH2:7][CH2:6][CH2:5]1.CCN=C=NCCCN(C)C.Cl.C1C=NC2N(O)N=NC=2C=1.C(N(CC)CC)C.OC(C(F)(F)F)=O.[NH2:49][C@@H:50]([CH2:55][C:56]1[CH:61]=[CH:60][C:59]([C:62]2[CH:67]=[CH:66][CH:65]=[CH:64][CH:63]=2)=[CH:58][CH:57]=1)[C:51]([NH:53][CH3:54])=[O:52], predict the reaction product. The product is: [C:59]1([C:62]2[CH:63]=[CH:64][CH:65]=[CH:66][CH:67]=2)[CH:60]=[CH:61][C:56]([CH2:55][C@H:50]([NH:49][C:9]([C:4]2([CH2:3][C:2]([Cl:1])=[CH2:12])[CH2:5][CH2:6][CH2:7][CH2:8]2)=[O:11])[C:51]([NH:53][CH3:54])=[O:52])=[CH:57][CH:58]=1. (6) The product is: [NH:1]1[C:5]2[CH:6]=[CH:7][C:8]([N:10]3[CH:19]([C:18]4[CH:21]=[CH:22][CH:23]=[C:16]([N:11]5[CH2:15][CH2:14][CH2:13][CH2:12]5)[CH:17]=4)[CH2:31][NH:30][C:35]3=[O:36])=[CH:9][C:4]=2[N:3]=[CH:2]1. Given the reactants [NH:1]1[C:5]2[CH:6]=[CH:7][C:8]([NH2:10])=[CH:9][C:4]=2[N:3]=[CH:2]1.[N:11]1([C:16]2[CH:17]=[C:18]([CH:21]=[CH:22][CH:23]=2)[CH:19]=O)[CH2:15][CH2:14][CH2:13][CH2:12]1.[Si](C#N)(C)(C)C.[N:30]1([C:35](N2C=CN=C2)=[O:36])C=CN=[CH:31]1, predict the reaction product.